From a dataset of Full USPTO retrosynthesis dataset with 1.9M reactions from patents (1976-2016). Predict the reactants needed to synthesize the given product. (1) Given the product [CH:20]1([C:23]2[CH:24]=[C:25]([CH3:35])[C:26]([N:29]3[CH2:30][CH2:31][N:32]([C:14]([C:13]4[CH:12]=[CH:11][C:10]([CH2:9][N:3]5[C@H:2]([CH3:1])[CH2:6][CH2:5][S:4]5(=[O:7])=[O:8])=[CH:19][CH:18]=4)=[O:16])[CH2:33][CH2:34]3)=[N:27][CH:28]=2)[CH2:22][CH2:21]1, predict the reactants needed to synthesize it. The reactants are: [CH3:1][C@@H:2]1[CH2:6][CH2:5][S:4](=[O:8])(=[O:7])[N:3]1[CH2:9][C:10]1[CH:19]=[CH:18][C:13]([C:14]([O:16]C)=O)=[CH:12][CH:11]=1.[CH:20]1([C:23]2[CH:24]=[C:25]([CH3:35])[C:26]([N:29]3[CH2:34][CH2:33][NH:32][CH2:31][CH2:30]3)=[N:27][CH:28]=2)[CH2:22][CH2:21]1. (2) Given the product [C:1]([O:5][C:6]([N:8]1[CH2:9][CH2:10][CH:11]([CH2:14][C:15]2[N:19]=[C:18]([C:20]3[O:28][C:27]4[CH:26]=[CH:25][N:24]=[CH:23][C:22]=4[C:21]=3[OH:29])[O:17][N:16]=2)[CH2:12][CH2:13]1)=[O:7])([CH3:4])([CH3:2])[CH3:3], predict the reactants needed to synthesize it. The reactants are: [C:1]([O:5][C:6]([N:8]1[CH2:13][CH2:12][CH:11]([CH2:14][C:15]2[N:19]=[C:18]([C:20]3[O:28][C:27]4[CH:26]=[CH:25][N:24]=[CH:23][C:22]=4[C:21]=3[O:29]CC3C=CC=CC=3)[O:17][N:16]=2)[CH2:10][CH2:9]1)=[O:7])([CH3:4])([CH3:3])[CH3:2]. (3) Given the product [C:15]([NH:1][C:2]1[CH:7]=[CH:6][CH:5]=[CH:4][C:3]=1[C:8]1[CH:9]=[CH:10][CH:11]=[CH:12][CH:13]=1)(=[O:16])[CH3:14], predict the reactants needed to synthesize it. The reactants are: [NH2:1][C:2]1[CH:7]=[CH:6][CH:5]=[CH:4][C:3]=1[C:8]1[CH:13]=[CH:12][CH:11]=[CH:10][CH:9]=1.[CH3:14][C:15](OC(C)=O)=[O:16].